This data is from Experimentally validated miRNA-target interactions with 360,000+ pairs, plus equal number of negative samples. The task is: Binary Classification. Given a miRNA mature sequence and a target amino acid sequence, predict their likelihood of interaction. (1) The miRNA is hsa-miR-5187-3p with sequence ACUGAAUCCUCUUUUCCUCAG. The protein sequence of the target gene is MGAVLGVFSLASWVPCLCSGASCLLCSCCPNSKNSTVTRLIYAFILLLSTVVSYIMQRKEMETYLKKIPGFCEGGFKIHEADINADKDCDVLVGYKAVYRISFAMAIFFFVFSLLMFKVKTSKDLRAAVHNGFWFFKIAALIGIMVGSFYIPGGYFSSVWFVVGMIGAALFILIQLVLLVDFAHSWNESWVNRMEEGNPRLWYAALLSFTSAFYILSIICVGLLYTYYTKPDGCTENKFFISINLILCVVASIISIHPKIQEHQPRSGLLQSSLITLYTMYLTWSAMSNEPDRSCNPNLM.... Result: 0 (no interaction). (2) The miRNA is mmu-miR-465b-3p with sequence GAUCAGGGCCUUUCUAAGUAGA. The protein sequence of the target gene is MAQRSPQELFHEAAQQGILAQPQPWWKIQLFMWEPVLFGTWDGVFTSCMINIFGVVLFLRTGWLVGNTGVLLGLLLVSFVVLVALITVLSGIGVAEHGGISSGGVYSMISSVLGGQMGGTVGLLYVFGQCVAGAMYITGFAESISDLLGLGDIWAVRGISVAVLLALLGINLAGVKWIIRLQLLLLLLLAVSTLDFVVGSFTHLDPEHGFIGYSPELLQSNILPEYSPGESFFTVFGVFFPAATGVMAGFNMGGDLRDPADSVPLGSLAAVGVSWFLYIIFAFLLGAVCTREALRSDFLI.... Result: 0 (no interaction). (3) The miRNA is hsa-miR-3912-5p with sequence AUGUCCAUAUUAUGGGUUAGU. The protein sequence of the target gene is MLPRTKYNRFRNDSVTSVDDLLHSLSVSGGGGKVSAARATPAAAPYLVSGEALRKAPDDGPGSLGHLLHKVSHLKLSSSGLRGLSSAARERAGARLSGSCSAPSLAAPDGSAPSAPRAPAMSAARKGRPGDEPLPRPPRGAPHASDQVLGPGVTYVVKYLGCIEVLRSMRSLDFSTRTQITREAISRVCEAVPGAKGAFKKRKPPSKMLSSILGKSNLQFAGMSISLTISTASLNLRTPDSKQIIANHHMRSISFASGGDPDTTDYVAYVAKDPVNRRACHILECCDGLAQDVIGSIGQA.... Result: 1 (interaction).